Dataset: Forward reaction prediction with 1.9M reactions from USPTO patents (1976-2016). Task: Predict the product of the given reaction. (1) Given the reactants [Br:1][C:2]1[CH:3]=[C:4]([N+:18]([O-])=O)[C:5]([N:8]2[CH2:12][CH2:11][CH2:10][C@H:9]2[C:13](OCC)=[O:14])=[N:6][CH:7]=1.P(OC1C=CC=CC=1)(OC1C=CC=CC=1)OC1C=CC=CC=1, predict the reaction product. The product is: [Br:1][C:2]1[CH:7]=[N:6][C:5]2[N:8]3[CH2:12][CH2:11][CH2:10][C@H:9]3[C:13](=[O:14])[NH:18][C:4]=2[CH:3]=1. (2) Given the reactants CCCC[N+](CCCC)(CCCC)CCCC.[F-].[F:19][C:20]1[C:25]([F:26])=[CH:24][CH:23]=[CH:22][C:21]=1[C@@H:27]1[CH2:38][CH2:37][C@@H:36]([O:39][Si](C(C)C)(C(C)C)C(C)C)[C:30]2=[N+:31]([O-:35])[CH:32]=[CH:33][CH:34]=[C:29]2[CH2:28]1, predict the reaction product. The product is: [F:19][C:20]1[C:25]([F:26])=[CH:24][CH:23]=[CH:22][C:21]=1[C@@H:27]1[CH2:38][CH2:37][C@@H:36]([OH:39])[C:30]2=[N+:31]([O-:35])[CH:32]=[CH:33][CH:34]=[C:29]2[CH2:28]1. (3) Given the reactants [CH2:1]([O:3][C:4](=[O:14])[C:5](=O)[CH:6]([CH:8]1[CH2:12][CH2:11][CH2:10][CH2:9]1)O)[CH3:2].C(O)(=O)C(O)=O.[CH3:21][CH:22]([CH3:27])[CH2:23][CH2:24][NH:25][NH2:26].CC([O-])=O.[Na+], predict the reaction product. The product is: [CH2:1]([O:3][C:4](=[O:14])[C:5](=[N:26][NH:25][CH2:24][CH2:23][CH:22]([CH3:27])[CH3:21])[CH:6]=[C:8]1[CH2:12][CH2:11][CH2:10][CH2:9]1)[CH3:2]. (4) Given the reactants CCN(CC)CC.[CH2:8]1[CH:12]2[CH2:13][NH:14][CH2:15][CH:11]2[CH2:10][N:9]1[C:16]([O:18][C:19]([CH3:22])([CH3:21])[CH3:20])=[O:17].Cl[C:24]1[N:28]([C:29]2[CH:34]=[CH:33][CH:32]=[CH:31][CH:30]=2)[N:27]=[N:26][N:25]=1, predict the reaction product. The product is: [C:29]1([N:28]2[C:24]([N:14]3[CH2:13][CH:12]4[CH2:8][N:9]([C:16]([O:18][C:19]([CH3:22])([CH3:21])[CH3:20])=[O:17])[CH2:10][CH:11]4[CH2:15]3)=[N:25][N:26]=[N:27]2)[CH:30]=[CH:31][CH:32]=[CH:33][CH:34]=1. (5) The product is: [CH:19]1([CH:14]([C:12]2[O:13][C:9]3[CH:8]=[CH:7][C:6]([N:5]([CH2:4][CH2:3][O:2][CH3:1])[CH3:18])=[CH:17][C:10]=3[C:11]=2[CH3:16])[OH:15])[CH2:24][CH2:23][CH2:22][CH2:21][CH2:20]1. Given the reactants [CH3:1][O:2][CH2:3][CH2:4][N:5]([CH3:18])[C:6]1[CH:7]=[CH:8][C:9]2[O:13][C:12]([CH:14]=[O:15])=[C:11]([CH3:16])[C:10]=2[CH:17]=1.[CH:19]1([Mg]Br)[CH2:24][CH2:23][CH2:22][CH2:21][CH2:20]1, predict the reaction product. (6) Given the reactants Cl[C:2]1[C:7]2[C:8]([CH3:12])=[N:9][N:10]([CH3:11])[C:6]=2[CH:5]=[C:4]([C:13]2[CH:18]=[CH:17][C:16]([F:19])=[CH:15][CH:14]=2)[N:3]=1.[CH3:20][S:21]([C:24]1[CH:29]=[CH:28][C:27](B(O)O)=[CH:26][CH:25]=1)(=[O:23])=[O:22].C([O-])([O-])=O.[Na+].[Na+], predict the reaction product. The product is: [F:19][C:16]1[CH:17]=[CH:18][C:13]([C:4]2[N:3]=[C:2]([C:27]3[CH:28]=[CH:29][C:24]([S:21]([CH3:20])(=[O:23])=[O:22])=[CH:25][CH:26]=3)[C:7]3[C:8]([CH3:12])=[N:9][N:10]([CH3:11])[C:6]=3[CH:5]=2)=[CH:14][CH:15]=1. (7) Given the reactants C([N:4]1[CH2:9][CH2:8][N:7]([C:10]2[CH:15]=[CH:14][C:13]([O:16][CH2:17][CH2:18][CH2:19][C:20]([F:23])([F:22])[F:21])=[CH:12][CH:11]=2)[CH2:6][CH2:5]1)(=O)C.Cl, predict the reaction product. The product is: [F:23][C:20]([F:21])([F:22])[CH2:19][CH2:18][CH2:17][O:16][C:13]1[CH:14]=[CH:15][C:10]([N:7]2[CH2:8][CH2:9][NH:4][CH2:5][CH2:6]2)=[CH:11][CH:12]=1. (8) Given the reactants [OH:1][C:2]1[CH:3]=[CH:4][C:5]([O:8][C:9]2[CH:10]=[C:11]([CH:26]=[CH:27][CH:28]=2)[CH:12]=[C:13]2[CH2:18][CH2:17][N:16]([C:19]([O:21][C:22]([CH3:25])([CH3:24])[CH3:23])=[O:20])[CH2:15][CH2:14]2)=[N:6][CH:7]=1.[F:29][C:30](I)([F:32])[F:31].[C:34]([O-])([O-])=O.[Cs+].[Cs+], predict the reaction product. The product is: [F:29][C:30]([F:32])([F:31])[CH2:34][O:1][C:2]1[CH:3]=[CH:4][C:5]([O:8][C:9]2[CH:10]=[C:11]([CH:26]=[CH:27][CH:28]=2)[CH:12]=[C:13]2[CH2:18][CH2:17][N:16]([C:19]([O:21][C:22]([CH3:23])([CH3:24])[CH3:25])=[O:20])[CH2:15][CH2:14]2)=[N:6][CH:7]=1.